From a dataset of Forward reaction prediction with 1.9M reactions from USPTO patents (1976-2016). Predict the product of the given reaction. Given the reactants S([O-])([O-])(=O)=O.[Mg+2].[CH3:7][O:8][C:9]1[CH:14]=[CH:13][C:12]([C:15]23[O:25][CH:16]2[CH2:17][CH2:18][C:19]2[C:24]3=[CH:23][CH:22]=[CH:21][CH:20]=2)=[CH:11][CH:10]=1, predict the reaction product. The product is: [CH3:7][O:8][C:9]1[CH:10]=[CH:11][C:12]([CH:15]2[C:24]3[C:19](=[CH:20][CH:21]=[CH:22][CH:23]=3)[CH2:18][CH2:17][C:16]2=[O:25])=[CH:13][CH:14]=1.